Dataset: Full USPTO retrosynthesis dataset with 1.9M reactions from patents (1976-2016). Task: Predict the reactants needed to synthesize the given product. (1) Given the product [CH3:2][O:3][C:4]([C@H:6]1[CH2:10][C@@H:9]([NH:11][C:14]([O:16][C:17]([CH3:20])([CH3:19])[CH3:18])=[O:15])[C@H:8]([OH:12])[C@@H:7]1[OH:13])=[O:5], predict the reactants needed to synthesize it. The reactants are: Cl.[CH3:2][O:3][C:4]([C@H:6]1[CH2:10][C@@H:9]([NH2:11])[C@H:8]([OH:12])[C@@H:7]1[OH:13])=[O:5].[C:14](O[C:14]([O:16][C:17]([CH3:20])([CH3:19])[CH3:18])=[O:15])([O:16][C:17]([CH3:20])([CH3:19])[CH3:18])=[O:15].C(=O)([O-])O.[Na+]. (2) The reactants are: ClC1C=C(C=CC=1)C(OO)=[O:6].[CH3:12][S:13][C:14]1[CH:19]=[CH:18][C:17]([C:20]([C:22]2([N:28]3[CH2:32][CH2:31][CH2:30][CH2:29]3)[CH2:27][CH2:26][CH2:25][CH2:24][CH2:23]2)=[O:21])=[CH:16][CH:15]=1. Given the product [CH3:12][S:13]([C:14]1[CH:19]=[CH:18][C:17]([C:20]([C:22]2([N:28]3[CH2:32][CH2:31][CH2:30][CH2:29]3)[CH2:27][CH2:26][CH2:25][CH2:24][CH2:23]2)=[O:21])=[CH:16][CH:15]=1)=[O:6], predict the reactants needed to synthesize it. (3) The reactants are: [N:1]([CH2:4][C@@H:5]([NH:16][C:17]([O:19][C:20]([CH3:23])([CH3:22])[CH3:21])=[O:18])[CH2:6][CH2:7][NH:8][C:9](=[O:15])[O:10][C:11]([CH3:14])([CH3:13])[CH3:12])=[N+]=[N-]. Given the product [NH2:1][CH2:4][C@@H:5]([NH:16][C:17]([O:19][C:20]([CH3:23])([CH3:22])[CH3:21])=[O:18])[CH2:6][CH2:7][NH:8][C:9](=[O:15])[O:10][C:11]([CH3:12])([CH3:14])[CH3:13], predict the reactants needed to synthesize it. (4) Given the product [Br:16][C:17]1[CH:18]=[C:19]([C:23]2[N:25]=[C:2]([C:3]([OH:5])=[O:4])[C:8]3[CH2:13][CH2:12][CH2:11][CH2:10][C:9]=3[N:24]=2)[CH:20]=[CH:21][CH:22]=1, predict the reactants needed to synthesize it. The reactants are: O=[C:2]([CH:8]1[CH2:13][CH2:12][CH2:11][CH2:10][C:9]1=O)[C:3]([O:5]CC)=[O:4].Cl.[Br:16][C:17]1[CH:18]=[C:19]([C:23](=[NH:25])[NH2:24])[CH:20]=[CH:21][CH:22]=1.[O-]CC.[Na+].C(O)C. (5) Given the product [CH2:1]([O:3][C:4](=[O:18])[CH2:5][CH2:6][C:7]1[C:15]2[O:14][CH2:13][C:12]([CH3:17])([CH3:16])[C:11]=2[CH:10]=[C:9]([Br:19])[CH:8]=1)[CH3:2], predict the reactants needed to synthesize it. The reactants are: [CH2:1]([O:3][C:4](=[O:18])[CH2:5][CH2:6][C:7]1[C:15]2[O:14][CH2:13][C:12]([CH3:17])([CH3:16])[C:11]=2[CH:10]=[CH:9][CH:8]=1)[CH3:2].[Br:19]Br. (6) Given the product [NH2:20][C:21]1[C:26]([F:27])=[C:25]([C:28]2[CH:33]=[CH:32][C:31]([C:4]#[C:3][Si:2]([CH3:1])([CH3:18])[CH3:19])=[CH:30][CH:29]=2)[N:24]=[C:23]([C:35]([O:37][CH3:38])=[O:36])[C:22]=1[Cl:39], predict the reactants needed to synthesize it. The reactants are: [CH3:1][Si:2]([CH3:19])([CH3:18])[C:3]#[C:4][Sn](CCCC)(CCCC)CCCC.[NH2:20][C:21]1[C:26]([F:27])=[C:25]([C:28]2[CH:33]=[CH:32][C:31](I)=[CH:30][CH:29]=2)[N:24]=[C:23]([C:35]([O:37][CH3:38])=[O:36])[C:22]=1[Cl:39].